From a dataset of Forward reaction prediction with 1.9M reactions from USPTO patents (1976-2016). Predict the product of the given reaction. (1) Given the reactants [CH3:1][N+:2]([CH3:21])([CH2:7][CH2:8][CH2:9][CH2:10][CH2:11][CH2:12][CH2:13][CH2:14][CH2:15][CH2:16][CH2:17][CH2:18][CH2:19][CH3:20])[CH2:3][C:4]([O-:6])=O.CN(C(ON1N=NC2C=CC=CC1=2)=[N+](C)C)C.F[P-](F)(F)(F)(F)F.C(N(CC)C(C)C)(C)C.[CH3:55][NH:56][CH2:57][C@@H:58]([C@H:60]([C@@H:62]([C@@H:64]([CH2:66][OH:67])[OH:65])[OH:63])[OH:61])[OH:59].[Cl:68]CCl, predict the reaction product. The product is: [Cl-:68].[CH3:21][N+:2]([CH3:1])([CH2:7][CH2:8][CH2:9][CH2:10][CH2:11][CH2:12][CH2:13][CH2:14][CH2:15][CH2:16][CH2:17][CH2:18][CH2:19][CH3:20])[CH2:3][C:4]([N:56]([CH3:55])[CH2:57][C@@H:58]([C@H:60]([C@@H:62]([C@@H:64]([CH2:66][OH:67])[OH:65])[OH:63])[OH:61])[OH:59])=[O:6]. (2) Given the reactants Br[C:2]1[CH:7]=[CH:6][CH:5]=[CH:4][N:3]=1.[C:8]([CH2:10][C:11]1[CH:16]=[CH:15][C:14](OB(O)O)=[CH:13][CH:12]=1)#[N:9], predict the reaction product. The product is: [N:3]1[CH:4]=[CH:5][CH:6]=[CH:7][C:2]=1[C:14]1[CH:15]=[CH:16][C:11]([CH2:10][C:8]#[N:9])=[CH:12][CH:13]=1. (3) Given the reactants [C:1]([O:5][C@@H:6]([C:10]1[C:19]([CH3:20])=[CH:18][C:17]2[C:12](=[CH:13][CH:14]=[C:15]([C:21]3N=CC=[CH:23][N:22]=3)[CH:16]=2)[C:11]=1[C:27]1[CH:32]=[CH:31][C:30]([Cl:33])=[CH:29][CH:28]=1)[C:7]([OH:9])=[O:8])([CH3:4])([CH3:3])[CH3:2].Br[C:35]1[N:40]=[CH:39][CH:38]=[CH:37][N:36]=1, predict the reaction product. The product is: [C:1]([O:5][C@@H:6]([C:10]1[C:19]([CH3:20])=[CH:18][C:17]2[C:12](=[CH:13][CH:14]=[C:15]([C:21]3[C:35]4[N:36]([CH:38]=[CH:39][N:40]=4)[CH:37]=[CH:23][N:22]=3)[CH:16]=2)[C:11]=1[C:27]1[CH:28]=[CH:29][C:30]([Cl:33])=[CH:31][CH:32]=1)[C:7]([OH:9])=[O:8])([CH3:3])([CH3:4])[CH3:2]. (4) The product is: [C:16]([O:20][C:21]([N:23]1[CH2:28][CH2:27][N:26]([CH2:13][C:12](=[O:15])[NH:11][CH:2]2[CH:3]3[CH2:9][CH:7]4[CH2:6][CH:5]([CH2:10][CH:1]2[CH2:8]4)[CH2:4]3)[CH2:25][CH2:24]1)=[O:22])([CH3:19])([CH3:17])[CH3:18]. Given the reactants [CH:1]12[CH2:10][CH:5]3[CH2:6][CH:7]([CH2:9][CH:3]([CH2:4]3)[CH:2]1[NH:11][C:12](=[O:15])[CH2:13]Cl)[CH2:8]2.[C:16]([O:20][C:21]([N:23]1[CH2:28][CH2:27][NH:26][CH2:25][CH2:24]1)=[O:22])([CH3:19])([CH3:18])[CH3:17].C(N(CC)CC)C.CC#N, predict the reaction product. (5) Given the reactants [N+:1]([CH2:4][CH2:5][O:6][CH:7]1[CH2:12][CH2:11][CH2:10][CH2:9][O:8]1)([O-:3])=O.[C:13]([O:17][C:18]([N:20]1[CH2:23][CH2:22][C@H:21]1[CH2:24][O:25][C:26]1[CH:27]=[N:28][CH:29]=[C:30]([C:32]#[CH:33])[CH:31]=1)=[O:19])([CH3:16])([CH3:15])[CH3:14].C1(N=C=O)C=CC=CC=1.C(N(CC)CC)C, predict the reaction product. The product is: [C:13]([O:17][C:18]([N:20]1[CH2:23][CH2:22][C@H:21]1[CH2:24][O:25][C:26]1[CH:27]=[N:28][CH:29]=[C:30]([C:32]2[O:3][N:1]=[C:4]([CH2:5][O:6][CH:7]3[CH2:12][CH2:11][CH2:10][CH2:9][O:8]3)[CH:33]=2)[CH:31]=1)=[O:19])([CH3:16])([CH3:15])[CH3:14]. (6) Given the reactants C(O[C:6]([NH:8][C@H:9]([C:14]([OH:16])=O)[CH2:10][CH:11]([CH3:13])C)=O)(C)(C)C.[CH2:17]([N:24]1[CH2:28][C@H:27]2[C@H:29]([NH2:32])[CH2:30][CH2:31][C@H:26]2[CH2:25]1)[C:18]1[CH:23]=[CH:22][CH:21]=[CH:20][CH:19]=1.[CH2:33](N1C[C@@H]2[C@@H](N)CC[C@@H]2C1)[C:34]1[CH:39]=CC=C[CH:35]=1, predict the reaction product. The product is: [CH2:17]([N:24]1[CH2:28][C@H:27]2[C@H:29]([NH:32][C:14](=[O:16])[C@H:9]([CH2:10][CH2:11][CH3:13])[NH:8][CH2:6][C:34]([CH3:39])([CH3:35])[CH3:33])[CH2:30][CH2:31][C@H:26]2[CH2:25]1)[C:18]1[CH:19]=[CH:20][CH:21]=[CH:22][CH:23]=1. (7) The product is: [NH2:22][CH2:21][CH2:20][CH2:19][C@@H:7]1[C:8]2[NH:9][C:10]3[C:15]([C:16]=2[CH2:17][C@H:18]2[C:2](=[O:1])[N:3]4[CH2:36][CH2:35][CH2:34][C@H:4]4[C:5](=[O:33])[N:6]12)=[CH:14][CH:13]=[CH:12][CH:11]=3. Given the reactants [O:1]=[C:2]1[C@H:18]2[N:6]([C@H:7]([CH2:19][CH2:20][CH2:21][NH:22]C(=O)OCC3C=CC=CC=3)[C:8]3[NH:9][C:10]4[C:15]([C:16]=3[CH2:17]2)=[CH:14][CH:13]=[CH:12][CH:11]=4)[C:5](=[O:33])[C@@H:4]2[CH2:34][CH2:35][CH2:36][N:3]12, predict the reaction product.